This data is from Peptide-MHC class I binding affinity with 185,985 pairs from IEDB/IMGT. The task is: Regression. Given a peptide amino acid sequence and an MHC pseudo amino acid sequence, predict their binding affinity value. This is MHC class I binding data. (1) The peptide sequence is SRLLMRRMR. The MHC is HLA-B27:05 with pseudo-sequence HLA-B27:05. The binding affinity (normalized) is 0.474. (2) The peptide sequence is RLAPEPVYT. The MHC is HLA-B27:03 with pseudo-sequence HLA-B27:03. The binding affinity (normalized) is 0.0847. (3) The peptide sequence is KLYEGDLRV. The MHC is HLA-A02:19 with pseudo-sequence HLA-A02:19. The binding affinity (normalized) is 0.808. (4) The MHC is HLA-A24:02 with pseudo-sequence HLA-A24:02. The peptide sequence is DQIGDIIIA. The binding affinity (normalized) is 0.383. (5) The peptide sequence is MPKFCYGRIA. The MHC is H-2-Ld with pseudo-sequence H-2-Ld. The binding affinity (normalized) is 0. (6) The peptide sequence is MYQYIFLSF. The MHC is HLA-C06:02 with pseudo-sequence HLA-C06:02. The binding affinity (normalized) is 0.0847.